Dataset: Full USPTO retrosynthesis dataset with 1.9M reactions from patents (1976-2016). Task: Predict the reactants needed to synthesize the given product. (1) Given the product [CH2:4]([OH:5])[CH3:3].[CH3:29][CH2:30][CH2:2][CH2:3][CH2:27][CH3:28], predict the reactants needed to synthesize it. The reactants are: N[C:2]1[CH:30]=[CH:29][C:28](OC(F)(F)F)=[CH:27][C:3]=1[C:4](NCC(N[C@@H]1CCN(CC2C3C(=CC(C)=CC=3)NC=2)C1)=O)=[O:5].C(O)C. (2) Given the product [Cl:20][C:15]1[CH:14]=[C:13]([C:6]2[N:7]3[CH2:12][CH2:11][N:10]=[C:8]3[S:9][C:5]=2[C:27]([OH:26])([CH3:28])[CH3:21])[CH:18]=[CH:17][C:16]=1[Cl:19], predict the reactants needed to synthesize it. The reactants are: COC([C:5]1[S:9][C:8]2=[N:10][CH2:11][CH2:12][N:7]2[C:6]=1[C:13]1[CH:18]=[CH:17][C:16]([Cl:19])=[C:15]([Cl:20])[CH:14]=1)=O.[CH3:21][Mg]Br.C([O:26][CH2:27][CH3:28])C. (3) Given the product [CH3:23][N:24]([CH3:26])/[CH:25]=[CH:2]/[C:1]([C:4]1[S:8][C:7]([C:9]([NH:11][CH2:12][C:13]2[CH:18]=[CH:17][CH:16]=[C:15]([O:19][CH3:20])[CH:14]=2)=[O:10])=[CH:6][CH:5]=1)=[O:3], predict the reactants needed to synthesize it. The reactants are: [C:1]([C:4]1[S:8][C:7]([C:9]([NH:11][CH2:12][C:13]2[CH:18]=[CH:17][CH:16]=[C:15]([O:19][CH3:20])[CH:14]=2)=[O:10])=[CH:6][CH:5]=1)(=[O:3])[CH3:2].CO[CH:23](OC)[N:24]([CH3:26])[CH3:25]. (4) Given the product [O:24]=[C:22]([NH:32][O:31][CH:26]1[CH2:27][CH2:28][CH2:29][CH2:30][O:25]1)/[CH:21]=[CH:20]/[C:17]1[CH:16]=[CH:15][C:14]([NH:13][C@@H:10]2[CH2:11][CH2:12][N:8]([C:6]([O:5][C:1]([CH3:2])([CH3:3])[CH3:4])=[O:7])[CH2:9]2)=[N:19][CH:18]=1, predict the reactants needed to synthesize it. The reactants are: [C:1]([O:5][C:6]([N:8]1[CH2:12][CH2:11][C@@H:10]([NH:13][C:14]2[N:19]=[CH:18][C:17](/[CH:20]=[CH:21]/[C:22]([OH:24])=O)=[CH:16][CH:15]=2)[CH2:9]1)=[O:7])([CH3:4])([CH3:3])[CH3:2].[O:25]1[CH2:30][CH2:29][CH2:28][CH2:27][CH:26]1[O:31][NH2:32].C1C=CC2N(O)N=NC=2C=1.CCN=C=NCCCN(C)C. (5) Given the product [N:26]1[CH:27]=[CH:28][N:29]2[CH:34]=[C:33]([CH2:37][NH:39][C:20](=[O:22])[C:19]3[CH:18]=[CH:17][C:16]([S:13]([C:7]4[CH:8]=[CH:9][CH:10]=[CH:11][CH:12]=4)(=[O:14])=[O:15])=[CH:24][CH:23]=3)[CH:32]=[CH:31][C:30]=12, predict the reactants needed to synthesize it. The reactants are: C(Cl)(=O)C(Cl)=O.[C:7]1([S:13]([C:16]2[CH:24]=[CH:23][C:19]([C:20]([OH:22])=O)=[CH:18][CH:17]=2)(=[O:15])=[O:14])[CH:12]=[CH:11][CH:10]=[CH:9][CH:8]=1.Cl.[N:26]1[CH:27]=[CH:28][N:29]2[CH:34]=[CH:33][C:32](CN)=[CH:31][C:30]=12.[CH2:37]([N:39](CC)CC)C.C(=O)(O)[O-].[Na+].